This data is from Reaction yield outcomes from USPTO patents with 853,638 reactions. The task is: Predict the reaction yield, written as a fraction of the theoretical maximum amount of product (1.0 means a 100% yield; for example, 0.34 means a 34% yield). (1) The reactants are Cl[C:2]1[CH:7]=[C:6]([Cl:8])[N:5]=[C:4]([S:9][CH3:10])[N:3]=1.C(NC(C)C)(C)C.[NH2:18][C:19]1[CH:23]=[C:22]([CH3:24])[NH:21][N:20]=1.O. The catalyst is CN(C=O)C. The product is [Cl:8][C:6]1[N:5]=[C:4]([S:9][CH3:10])[N:3]=[C:2]([NH:18][C:19]2[NH:20][N:21]=[C:22]([CH3:24])[CH:23]=2)[CH:7]=1. The yield is 0.660. (2) The reactants are [CH:1]([C:4]1[CH:10]=[CH:9][C:7]([NH2:8])=[CH:6][CH:5]=1)([CH3:3])[CH3:2].[C:11]([OH:19])(=[O:18])[C:12]([CH2:14][C:15](O)=[O:16])=[CH2:13]. The catalyst is [OH-].[Na+]. The product is [CH:1]([C:4]1[CH:10]=[CH:9][C:7]([N:8]2[C:15](=[O:16])[CH2:14][CH:12]([C:11]([OH:19])=[O:18])[CH2:13]2)=[CH:6][CH:5]=1)([CH3:3])[CH3:2]. The yield is 0.750. (3) The reactants are [Br:1][C:2]1[CH:3]=[C:4]([C:13]#[N:14])[C:5]([NH:8][CH2:9][C:10]([NH2:12])=[O:11])=[N:6][CH:7]=1.C(=O)([O-])O.[Na+]. The catalyst is C(O)C. The product is [NH2:14][C:13]1[C:4]2[C:5](=[N:6][CH:7]=[C:2]([Br:1])[CH:3]=2)[NH:8][C:9]=1[C:10]([NH2:12])=[O:11]. The yield is 0.710. (4) The reactants are [CH3:1][O:2][C:3]1[CH:4]=[CH:5][C:6]2[N:11]=[CH:10][C:9](=[O:12])[NH:8][C:7]=2[N:13]=1.[C:14]([Si:18]([O:31][CH2:32][CH:33]([F:36])[CH2:34]I)([C:25]1[CH:30]=[CH:29][CH:28]=[CH:27][CH:26]=1)[C:19]1[CH:24]=[CH:23][CH:22]=[CH:21][CH:20]=1)([CH3:17])([CH3:16])[CH3:15].C(=O)([O-])[O-].[Cs+].[Cs+].O. The catalyst is CN(C)C=O. The product is [Si:18]([O:31][CH2:32][CH:33]([F:36])[CH2:34][N:8]1[C:9](=[O:12])[CH:10]=[N:11][C:6]2[CH:5]=[CH:4][C:3]([O:2][CH3:1])=[N:13][C:7]1=2)([C:14]([CH3:16])([CH3:17])[CH3:15])([C:25]1[CH:26]=[CH:27][CH:28]=[CH:29][CH:30]=1)[C:19]1[CH:20]=[CH:21][CH:22]=[CH:23][CH:24]=1. The yield is 0.670. (5) The reactants are [F:1][C:2]1[C:7]([OH:8])=[CH:6][CH:5]=[C:4]([F:9])[C:3]=1[NH:10][C:11](=O)[C:12]1[C:17]([F:18])=[CH:16][CH:15]=[C:14]([C:19]2[CH:24]=[CH:23][CH:22]=[C:21]([F:25])[CH:20]=2)[C:13]=1[F:26]. The catalyst is C1COCC1. The product is [F:26][C:13]1[C:14]([C:19]2[CH:24]=[CH:23][CH:22]=[C:21]([F:25])[CH:20]=2)=[CH:15][CH:16]=[C:17]([F:18])[C:12]=1[CH2:11][NH:10][C:3]1[C:2]([F:1])=[C:7]([OH:8])[CH:6]=[CH:5][C:4]=1[F:9]. The yield is 0.830. (6) The reactants are Br[C:2]1[CH:7]=[CH:6][CH:5]=[C:4]([CH2:8][F:9])[N:3]=1.[Br:10][C:11]1[C:12]2[N:13]([CH:17]=[C:18]([CH2:20][CH2:21][C:22]#[CH:23])[N:19]=2)[CH:14]=[CH:15][CH:16]=1. No catalyst specified. The product is [Br:10][C:11]1[C:12]2[N:13]([CH:17]=[C:18]([CH2:20][CH2:21][C:22]#[C:23][C:2]3[CH:7]=[CH:6][CH:5]=[C:4]([CH2:8][F:9])[N:3]=3)[N:19]=2)[CH:14]=[CH:15][CH:16]=1. The yield is 0.100. (7) The reactants are N[C:2]1[CH:7]=[C:6]([C:8]([F:11])([F:10])[F:9])[CH:5]=[CH:4][C:3]=1[S:12]([NH:15][C:16]1[CH:17]=[CH:18][C:19]([Cl:26])=[C:20]2[C:25]=1[N:24]=[CH:23][CH:22]=[CH:21]2)(=[O:14])=[O:13].N(OC(C)(C)C)=O. The catalyst is CC(O)=O. The product is [Cl:26][C:19]1[CH:18]=[C:17]2[C:16](=[C:25]3[C:20]=1[CH:21]=[CH:22][CH:23]=[N:24]3)[NH:15][S:12](=[O:13])(=[O:14])[C:3]1[C:2]2=[CH:7][C:6]([C:8]([F:11])([F:9])[F:10])=[CH:5][CH:4]=1. The yield is 0.330. (8) The reactants are [C:1]1([N:7]=[C:8]=[S:9])[CH:6]=[CH:5][CH:4]=[CH:3][CH:2]=1.[CH2:10]([O:12][C:13]([C:15]1[C:20]([O:21][CH2:22][CH3:23])=[C:19]([N:24]2[CH2:29][CH2:28][O:27][CH2:26][CH2:25]2)[N:18]=[C:17]([C:30]2[CH:35]=[CH:34][C:33]([NH2:36])=[CH:32][CH:31]=2)[N:16]=1)=[O:14])[CH3:11]. The catalyst is C(Cl)(Cl)Cl. The product is [CH2:10]([O:12][C:13]([C:15]1[C:20]([O:21][CH2:22][CH3:23])=[C:19]([N:24]2[CH2:25][CH2:26][O:27][CH2:28][CH2:29]2)[N:18]=[C:17]([C:30]2[CH:31]=[CH:32][C:33]([NH:36][C:8]([NH:7][C:1]3[CH:6]=[CH:5][CH:4]=[CH:3][CH:2]=3)=[S:9])=[CH:34][CH:35]=2)[N:16]=1)=[O:14])[CH3:11]. The yield is 0.600.